From a dataset of Forward reaction prediction with 1.9M reactions from USPTO patents (1976-2016). Predict the product of the given reaction. (1) The product is: [C:41]([C:39]1[CH:38]=[CH:37][C:34]([CH2:35][O:31][C:26]2[CH:27]=[CH:28][CH:29]=[CH:30][C:25]=2/[CH:24]=[CH:23]/[CH:11]([CH2:10][CH2:9][C:6]2[CH:7]=[CH:8][C:3]([C:1]#[N:2])=[CH:4][CH:5]=2)[CH2:12][C:13]2[CH:14]=[CH:15][C:16]([C:17]([O:19][CH3:20])=[O:18])=[CH:21][CH:22]=2)=[C:33]([Cl:32])[CH:40]=1)([CH3:44])([CH3:42])[CH3:43]. Given the reactants [C:1]([C:3]1[CH:8]=[CH:7][C:6]([CH2:9][CH2:10][CH:11](/[CH:23]=[CH:24]/[C:25]2[CH:30]=[CH:29][CH:28]=[CH:27][C:26]=2[OH:31])[CH2:12][C:13]2[CH:22]=[CH:21][C:16]([C:17]([O:19][CH3:20])=[O:18])=[CH:15][CH:14]=2)=[CH:5][CH:4]=1)#[N:2].[Cl:32][C:33]1[CH:40]=[C:39]([C:41]([CH3:44])([CH3:43])[CH3:42])[CH:38]=[CH:37][C:34]=1[CH2:35]Br.C(=O)([O-])[O-].[K+].[K+], predict the reaction product. (2) Given the reactants [C:1]([C:5]1[CH:10]=[CH:9][C:8]([N:11]2[CH:15]([C:16]3[CH:21]=[CH:20][C:19](Cl)=[C:18]([N+:23]([O-:25])=[O:24])[CH:17]=3)[CH2:14][CH2:13][CH:12]2[C:26]2[CH:31]=[CH:30][C:29](Cl)=[C:28]([N+:33]([O-:35])=[O:34])[CH:27]=2)=[CH:7][CH:6]=1)([CH3:4])([CH3:3])[CH3:2].[CH3:36][O:37][C:38]1[CH:45]=[CH:44][C:41]([CH2:42][NH2:43])=[CH:40][CH:39]=1, predict the reaction product. The product is: [C:1]([C:5]1[CH:10]=[CH:9][C:8]([N:11]2[CH:15]([C:16]3[CH:21]=[CH:20][C:19]([NH:43][CH2:42][C:41]4[CH:44]=[CH:45][C:38]([O:37][CH3:36])=[CH:39][CH:40]=4)=[C:18]([N+:23]([O-:25])=[O:24])[CH:17]=3)[CH2:14][CH2:13][CH:12]2[C:26]2[CH:31]=[CH:30][C:29]([NH:43][CH2:42][C:41]3[CH:44]=[CH:45][C:38]([O:37][CH3:36])=[CH:39][CH:40]=3)=[C:28]([N+:33]([O-:35])=[O:34])[CH:27]=2)=[CH:7][CH:6]=1)([CH3:4])([CH3:3])[CH3:2]. (3) Given the reactants [Br:1][C:2]1[CH:3]=[CH:4][C:5]([F:11])=[C:6]([CH:10]=1)[C:7](O)=[O:8].C(Cl)(=O)C([Cl:15])=O.CN(C=O)C, predict the reaction product. The product is: [Br:1][C:2]1[CH:3]=[CH:4][C:5]([F:11])=[C:6]([CH:10]=1)[C:7]([Cl:15])=[O:8]. (4) Given the reactants [C:1]1([C:7]2[S:8][C:9]([C:18]([O:20][CH2:21][CH3:22])=[O:19])=[C:10]([C:12]3[CH:17]=[CH:16][CH:15]=[CH:14][CH:13]=3)[N:11]=2)[CH:6]=[CH:5]C=[CH:3][CH:2]=1.O=C(C1C=CC=CC=1)C(OS(C1C=CC(C)=CC=1)(=O)=O)C(OCC)=O.[N:48]1C=CC(C(=S)N)=CC=1, predict the reaction product. The product is: [C:12]1([C:10]2[N:11]=[C:7]([C:1]3[CH:6]=[CH:5][N:48]=[CH:3][CH:2]=3)[S:8][C:9]=2[C:18]([O:20][CH2:21][CH3:22])=[O:19])[CH:17]=[CH:16][CH:15]=[CH:14][CH:13]=1. (5) Given the reactants [Br:1][C:2]1[CH:7]=[CH:6][C:5]([C:8]2[C:17](=O)[C:16]3[C:11](=[CH:12][C:13]([OH:19])=[CH:14][CH:15]=3)[O:10][CH:9]=2)=[CH:4][CH:3]=1.O.[NH2:21][NH2:22], predict the reaction product. The product is: [Br:1][C:2]1[CH:7]=[CH:6][C:5]([C:8]2[C:17]([C:16]3[CH:15]=[CH:14][C:13]([OH:19])=[CH:12][C:11]=3[OH:10])=[N:21][NH:22][CH:9]=2)=[CH:4][CH:3]=1.